Predict the product of the given reaction. From a dataset of Forward reaction prediction with 1.9M reactions from USPTO patents (1976-2016). Given the reactants C[O:2][C:3]([CH:5]1[CH:9]([NH:10][S:11]([C:14]2[CH:19]=[CH:18][C:17]([O:20][CH2:21][C:22]3[C:31]4[C:26](=[CH:27][CH:28]=[CH:29][CH:30]=4)[N:25]=[C:24]([CH3:32])[CH:23]=3)=[CH:16][CH:15]=2)(=[O:13])=[O:12])[CH2:8][O:7][CH2:6]1)=[O:4].Cl, predict the reaction product. The product is: [CH3:32][C:24]1[CH:23]=[C:22]([CH2:21][O:20][C:17]2[CH:18]=[CH:19][C:14]([S:11]([NH:10][CH:9]3[CH2:8][O:7][CH2:6][CH:5]3[C:3]([OH:4])=[O:2])(=[O:12])=[O:13])=[CH:15][CH:16]=2)[C:31]2[C:26](=[CH:27][CH:28]=[CH:29][CH:30]=2)[N:25]=1.